This data is from Forward reaction prediction with 1.9M reactions from USPTO patents (1976-2016). The task is: Predict the product of the given reaction. Given the reactants C(=O)([O-])[O-].[K+].[K+].Br[CH2:8][C:9]([O:11][CH2:12][CH3:13])=[O:10].[CH3:14][C:15]1[NH:19][C:18]2[S:20][CH:21]=[CH:22][C:17]=2[C:16]=1[CH2:23][C:24]1[CH:29]=[CH:28][CH:27]=[CH:26][C:25]=1[S:30]([N:33]1[CH2:38][CH2:37][O:36][CH2:35][CH2:34]1)(=[O:32])=[O:31], predict the reaction product. The product is: [CH3:14][C:15]1[N:19]([CH2:8][C:9]([O:11][CH2:12][CH3:13])=[O:10])[C:18]2[S:20][CH:21]=[CH:22][C:17]=2[C:16]=1[CH2:23][C:24]1[CH:29]=[CH:28][CH:27]=[CH:26][C:25]=1[S:30]([N:33]1[CH2:38][CH2:37][O:36][CH2:35][CH2:34]1)(=[O:32])=[O:31].